From a dataset of Peptide-MHC class I binding affinity with 185,985 pairs from IEDB/IMGT. Regression. Given a peptide amino acid sequence and an MHC pseudo amino acid sequence, predict their binding affinity value. This is MHC class I binding data. (1) The peptide sequence is AVFDRKSDAK. The MHC is HLA-A23:01 with pseudo-sequence HLA-A23:01. The binding affinity (normalized) is 0. (2) The peptide sequence is EFKQILTDF. The MHC is HLA-A02:03 with pseudo-sequence HLA-A02:03. The binding affinity (normalized) is 0.0847. (3) The peptide sequence is NQPSVILATQF. The MHC is Mamu-A01 with pseudo-sequence Mamu-A01. The binding affinity (normalized) is 0. (4) The peptide sequence is HSNLNDATY. The MHC is HLA-B15:17 with pseudo-sequence HLA-B15:17. The binding affinity (normalized) is 0.872. (5) The peptide sequence is LLFRMILNY. The MHC is HLA-A25:01 with pseudo-sequence HLA-A25:01. The binding affinity (normalized) is 0.0847. (6) The peptide sequence is KFYGPFVDR. The MHC is HLA-A02:06 with pseudo-sequence HLA-A02:06. The binding affinity (normalized) is 0. (7) The peptide sequence is FPFKTAAAF. The MHC is Mamu-A2201 with pseudo-sequence Mamu-A2201. The binding affinity (normalized) is 0.918.